This data is from Forward reaction prediction with 1.9M reactions from USPTO patents (1976-2016). The task is: Predict the product of the given reaction. (1) Given the reactants [NH2:1][C:2]1[C:10]([C:11]#[N:12])=[CH:9][C:5](C(O)=O)=[C:4]([OH:13])[C:3]=1[CH3:14].[OH-].[Na+], predict the reaction product. The product is: [NH2:1][C:2]1[C:3]([CH3:14])=[C:4]([OH:13])[CH:5]=[CH:9][C:10]=1[C:11]#[N:12]. (2) Given the reactants [CH3:1][C:2]1[N:3]=[CH:4][C:5]([NH2:8])=[N:6][CH:7]=1.[Cl-].C[Al+]C.COC1C=C(OC)C=CC=1C[N:18](CC1C=CC(OC)=CC=1OC)[S:19]([C:22]1[CH:43]=[CH:42][C:25]([O:26][C:27]2[C:28]3[C:32]([CH:33]=[C:34]([C:36](OC)=[O:37])[CH:35]=2)=[N:31][N:30]([CH2:40][CH3:41])[CH:29]=3)=[CH:24][CH:23]=1)(=[O:21])=[O:20].C(C(C(C([O-])=O)O)O)([O-])=O.[Na+].[K+].FC(F)(F)C(O)=O, predict the reaction product. The product is: [NH2:18][S:19]([C:22]1[CH:43]=[CH:42][C:25]([O:26][C:27]2[C:28]3[C:32]([CH:33]=[C:34]([C:36]([NH:8][C:5]4[CH:4]=[N:3][C:2]([CH3:1])=[CH:7][N:6]=4)=[O:37])[CH:35]=2)=[N:31][N:30]([CH2:40][CH3:41])[CH:29]=3)=[CH:24][CH:23]=1)(=[O:20])=[O:21].